From a dataset of Full USPTO retrosynthesis dataset with 1.9M reactions from patents (1976-2016). Predict the reactants needed to synthesize the given product. (1) Given the product [F:1][C:2]1[C:7]([F:8])=[C:6]([CH:9]2[CH2:10][CH2:11][CH:12]([CH2:15][CH2:16][CH3:17])[CH2:13][CH2:14]2)[CH:5]=[CH:4][C:3]=1[CH:18]1[CH2:23][CH2:22][CH:21]([CH:24]2[CH2:25][CH2:26][C:27](=[O:28])[CH2:32][CH2:33]2)[CH2:20][CH2:19]1, predict the reactants needed to synthesize it. The reactants are: [F:1][C:2]1[C:7]([F:8])=[C:6]([CH:9]2[CH2:14][CH2:13][CH:12]([CH2:15][CH2:16][CH3:17])[CH2:11][CH2:10]2)[CH:5]=[CH:4][C:3]=1[CH:18]1[CH2:23][CH2:22][CH:21]([CH:24]2[CH2:33][CH2:32][C:27]3(OCC[O:28]3)[CH2:26][CH2:25]2)[CH2:20][CH2:19]1.C(O)=O.O. (2) The reactants are: Cl.[OH:2][C:3]1[C:4]([O:27][CH3:28])=[C:5]([C:10](=[O:26])[CH2:11][NH:12][C:13]([CH3:25])([CH3:24])[CH2:14][C:15]2[C:20]([CH3:21])=[CH:19][C:18]([CH3:22])=[CH:17][C:16]=2[CH3:23])[CH:6]=[CH:7][C:8]=1[OH:9]. Given the product [CH3:25][C:13]([NH:12][CH2:11][CH:10]([C:5]1[C:4]([O:27][CH3:28])=[C:3]([OH:2])[C:8]([OH:9])=[CH:7][CH:6]=1)[OH:26])([CH3:24])[CH2:14][C:15]1[C:20]([CH3:21])=[CH:19][C:18]([CH3:22])=[CH:17][C:16]=1[CH3:23], predict the reactants needed to synthesize it. (3) Given the product [N:29]1([C:35]2[CH:36]=[C:37]([NH:41][C:26]([C:3]3[N:2]([CH3:1])[C:10]4[C:5]([CH:4]=3)=[CH:6][CH:7]=[CH:8][C:9]=4[CH2:11][N:12]3[CH2:13][CH2:14][N:15]([C:18]([C@@H:20]4[CH2:24][CH2:23][CH2:22][N:21]4[CH3:25])=[O:19])[CH2:16][CH2:17]3)=[O:27])[CH:38]=[CH:39][CH:40]=2)[CH2:30][CH2:31][O:32][CH2:33][CH2:34]1, predict the reactants needed to synthesize it. The reactants are: [CH3:1][N:2]1[C:10]2[C:5](=[CH:6][CH:7]=[CH:8][C:9]=2[CH2:11][N:12]2[CH2:17][CH2:16][N:15]([C:18]([CH:20]3[CH2:24][CH2:23][CH2:22][N:21]3[CH3:25])=[O:19])[CH2:14][CH2:13]2)[CH:4]=[C:3]1[C:26](O)=[O:27].[N:29]1([C:35]2[CH:36]=[C:37]([NH2:41])[CH:38]=[CH:39][CH:40]=2)[CH2:34][CH2:33][O:32][CH2:31][CH2:30]1.N1(OC(N(C)C)=[N+](C)C)C2N=CC=CC=2N=N1.F[P-](F)(F)(F)(F)F. (4) Given the product [CH3:52][C:48]([NH:47][C:45](=[O:46])[O:44][C:40]([CH3:41])([CH3:42])[CH3:43])([CH3:53])[C:49]([NH:31][C@H:4]([CH2:3][CH:2]([CH3:39])[CH3:1])[C:5](=[O:30])[NH:6][CH:7]1[CH2:16][C:15]2[C:10](=[C:11]([N:17]3[CH2:21][CH2:20][CH2:19][C:18]3=[O:22])[CH:12]=[CH:13][CH:14]=2)[N:9]([CH2:23][C:24]2[CH:28]=[CH:27][S:26][CH:25]=2)[C:8]1=[O:29])=[O:51], predict the reactants needed to synthesize it. The reactants are: [CH3:1][CH:2]([CH3:39])[CH2:3][C@@H:4]([NH:31]C(=O)OC(C)(C)C)[C:5](=[O:30])[NH:6][CH:7]1[CH2:16][C:15]2[C:10](=[C:11]([N:17]3[CH2:21][CH2:20][CH2:19][C:18]3=[O:22])[CH:12]=[CH:13][CH:14]=2)[N:9]([CH2:23][C:24]2[CH:28]=[CH:27][S:26][CH:25]=2)[C:8]1=[O:29].[C:40]([O:44][C:45]([NH:47][C:48]([CH3:53])([CH3:52])[C:49]([OH:51])=O)=[O:46])([CH3:43])([CH3:42])[CH3:41].ON1C2C=CC=CC=2N=N1.Cl.C(N=C=NCCCN(C)C)C.[Cl-].[Na+]. (5) Given the product [ClH:12].[ClH:12].[F:42][C:43]([F:57])([F:58])[C:44]1[CH:45]=[C:46]([CH:50]=[C:51]([C:53]([F:56])([F:54])[F:55])[CH:52]=1)[C:47]([N:25]1[CH2:24][CH2:23][N:22]([CH2:26][C:27]#[C:28][CH2:29][N:30]2[CH2:35][CH2:34][O:33][CH2:32][C:31]2([CH3:37])[CH3:36])[CH2:21][C@H:20]1[CH2:19][C:18]1[CH:38]=[CH:39][C:40]([CH3:41])=[C:16]([CH3:15])[CH:17]=1)=[O:48], predict the reactants needed to synthesize it. The reactants are: CN(C)CCCN=C=NCC.[ClH:12].Cl.Cl.[CH3:15][C:16]1[CH:17]=[C:18]([CH:38]=[CH:39][C:40]=1[CH3:41])[CH2:19][C@H:20]1[NH:25][CH2:24][CH2:23][N:22]([CH2:26][C:27]#[C:28][CH2:29][N:30]2[CH2:35][CH2:34][O:33][CH2:32][C:31]2([CH3:37])[CH3:36])[CH2:21]1.[F:42][C:43]([F:58])([F:57])[C:44]1[CH:45]=[C:46]([CH:50]=[C:51]([C:53]([F:56])([F:55])[F:54])[CH:52]=1)[C:47](O)=[O:48].ON1C2C=CC=CC=2N=N1. (6) Given the product [CH2:34]([O:33][CH2:32][CH2:31][O:30][C:27]1[CH:26]=[CH:25][C:24]([S:21]([N:13]2[CH2:14][C@H:15]([OH:20])[C@@H:16]([OH:19])[C@H:17]([OH:18])[C@@H:12]2[C:10]([OH:37])=[O:11])(=[O:22])=[O:23])=[CH:29][CH:28]=1)[CH3:35], predict the reactants needed to synthesize it. The reactants are: C(ON[C:10]([C@H:12]1[C@@H:17]([OH:18])[C@H:16]([OH:19])[C@@H:15]([OH:20])[CH2:14][N:13]1[S:21]([C:24]1[CH:29]=[CH:28][C:27]([O:30][CH2:31][CH2:32][O:33][CH2:34][CH3:35])=[CH:26][CH:25]=1)(=[O:23])=[O:22])=[O:11])C1C=CC=CC=1.C[OH:37]. (7) Given the product [CH2:1]([O:3][C:4](=[O:32])[C:5]1[CH:10]=[CH:9][CH:8]=[C:7]([C:11]2[CH:16]=[CH:15][N:14]=[CH:13][C:12]=2[C:17]2[CH:22]=[CH:21][CH:20]=[CH:19][C:18]=2[O:24][CH2:25][C:26]2[CH:27]=[CH:28][CH:29]=[CH:30][CH:31]=2)[CH:6]=1)[CH3:2], predict the reactants needed to synthesize it. The reactants are: [CH2:1]([O:3][C:4](=[O:32])[C:5]1[CH:10]=[CH:9][CH:8]=[C:7]([C:11]2[CH:16]=[CH:15][N:14]=[CH:13][C:12]=2[C:17]2[CH:22]=[C:21](Cl)[CH:20]=[CH:19][C:18]=2[O:24][CH2:25][C:26]2[CH:31]=[CH:30][CH:29]=[CH:28][CH:27]=2)[CH:6]=1)[CH3:2].C(OC1C=CC=CC=1B(O)O)C1C=CC=CC=1.